From a dataset of NCI-60 drug combinations with 297,098 pairs across 59 cell lines. Regression. Given two drug SMILES strings and cell line genomic features, predict the synergy score measuring deviation from expected non-interaction effect. (1) Drug 1: CC12CCC3C(C1CCC2=O)CC(=C)C4=CC(=O)C=CC34C. Drug 2: C1CN(P(=O)(OC1)NCCCl)CCCl. Cell line: SK-MEL-28. Synergy scores: CSS=14.6, Synergy_ZIP=3.65, Synergy_Bliss=3.60, Synergy_Loewe=3.28, Synergy_HSA=3.33. (2) Drug 1: CCC(=C(C1=CC=CC=C1)C2=CC=C(C=C2)OCCN(C)C)C3=CC=CC=C3.C(C(=O)O)C(CC(=O)O)(C(=O)O)O. Drug 2: N.N.Cl[Pt+2]Cl. Cell line: NCIH23. Synergy scores: CSS=51.2, Synergy_ZIP=2.86, Synergy_Bliss=-0.334, Synergy_Loewe=-4.35, Synergy_HSA=1.83. (3) Drug 1: C1=CN(C(=O)N=C1N)C2C(C(C(O2)CO)O)O.Cl. Drug 2: CCN(CC)CCCC(C)NC1=C2C=C(C=CC2=NC3=C1C=CC(=C3)Cl)OC. Cell line: NCI-H522. Synergy scores: CSS=29.3, Synergy_ZIP=-5.24, Synergy_Bliss=-3.93, Synergy_Loewe=-9.46, Synergy_HSA=-0.611. (4) Drug 1: C1=CC(=C2C(=C1NCCNCCO)C(=O)C3=C(C=CC(=C3C2=O)O)O)NCCNCCO. Drug 2: C1CCC(CC1)NC(=O)N(CCCl)N=O. Cell line: EKVX. Synergy scores: CSS=17.9, Synergy_ZIP=-11.0, Synergy_Bliss=-7.14, Synergy_Loewe=-19.8, Synergy_HSA=-5.26. (5) Cell line: UO-31. Drug 2: CC12CCC3C(C1CCC2O)C(CC4=C3C=CC(=C4)O)CCCCCCCCCS(=O)CCCC(C(F)(F)F)(F)F. Drug 1: CNC(=O)C1=CC=CC=C1SC2=CC3=C(C=C2)C(=NN3)C=CC4=CC=CC=N4. Synergy scores: CSS=0.945, Synergy_ZIP=-0.752, Synergy_Bliss=-1.02, Synergy_Loewe=-1.56, Synergy_HSA=-1.00. (6) Drug 1: CC1CCC2CC(C(=CC=CC=CC(CC(C(=O)C(C(C(=CC(C(=O)CC(OC(=O)C3CCCCN3C(=O)C(=O)C1(O2)O)C(C)CC4CCC(C(C4)OC)O)C)C)O)OC)C)C)C)OC. Drug 2: C1=CC=C(C(=C1)C(C2=CC=C(C=C2)Cl)C(Cl)Cl)Cl. Cell line: U251. Synergy scores: CSS=-2.42, Synergy_ZIP=1.00, Synergy_Bliss=-1.02, Synergy_Loewe=1.79, Synergy_HSA=-5.13. (7) Drug 1: CS(=O)(=O)C1=CC(=C(C=C1)C(=O)NC2=CC(=C(C=C2)Cl)C3=CC=CC=N3)Cl. Drug 2: CCC1(CC2CC(C3=C(CCN(C2)C1)C4=CC=CC=C4N3)(C5=C(C=C6C(=C5)C78CCN9C7C(C=CC9)(C(C(C8N6C=O)(C(=O)OC)O)OC(=O)C)CC)OC)C(=O)OC)O.OS(=O)(=O)O. Cell line: SK-MEL-5. Synergy scores: CSS=43.3, Synergy_ZIP=13.0, Synergy_Bliss=14.5, Synergy_Loewe=-26.7, Synergy_HSA=11.3. (8) Drug 1: CC1=CC2C(CCC3(C2CCC3(C(=O)C)OC(=O)C)C)C4(C1=CC(=O)CC4)C. Drug 2: C1=NC2=C(N1)C(=S)N=C(N2)N. Cell line: OVCAR3. Synergy scores: CSS=56.5, Synergy_ZIP=-0.435, Synergy_Bliss=-3.32, Synergy_Loewe=-36.1, Synergy_HSA=-4.56. (9) Drug 1: CC1C(C(=O)NC(C(=O)N2CCCC2C(=O)N(CC(=O)N(C(C(=O)O1)C(C)C)C)C)C(C)C)NC(=O)C3=C4C(=C(C=C3)C)OC5=C(C(=O)C(=C(C5=N4)C(=O)NC6C(OC(=O)C(N(C(=O)CN(C(=O)C7CCCN7C(=O)C(NC6=O)C(C)C)C)C)C(C)C)C)N)C. Drug 2: CC1=C(C=C(C=C1)NC(=O)C2=CC=C(C=C2)CN3CCN(CC3)C)NC4=NC=CC(=N4)C5=CN=CC=C5. Cell line: T-47D. Synergy scores: CSS=40.9, Synergy_ZIP=12.4, Synergy_Bliss=14.2, Synergy_Loewe=-5.07, Synergy_HSA=7.71. (10) Drug 1: CC(C)(C#N)C1=CC(=CC(=C1)CN2C=NC=N2)C(C)(C)C#N. Drug 2: C1CC(=O)NC(=O)C1N2C(=O)C3=CC=CC=C3C2=O. Cell line: SF-295. Synergy scores: CSS=-3.05, Synergy_ZIP=3.13, Synergy_Bliss=1.49, Synergy_Loewe=-0.975, Synergy_HSA=-3.47.